This data is from Full USPTO retrosynthesis dataset with 1.9M reactions from patents (1976-2016). The task is: Predict the reactants needed to synthesize the given product. (1) Given the product [CH3:9][C@@H:8]1[CH2:7][CH2:6][CH2:5][N:4]([C:10](=[O:11])[C:12]2[CH:17]=[C:16]([CH3:18])[CH:15]=[CH:14][C:13]=2[N:19]2[N:23]=[CH:22][CH:21]=[N:20]2)[C@@H:3]1[CH2:2][NH:1][C:25]1[N:30]=[CH:29][C:28]([C:31]#[N:32])=[CH:27][N:26]=1, predict the reactants needed to synthesize it. The reactants are: [NH2:1][CH2:2][C@@H:3]1[C@H:8]([CH3:9])[CH2:7][CH2:6][CH2:5][N:4]1[C:10]([C:12]1[CH:17]=[C:16]([CH3:18])[CH:15]=[CH:14][C:13]=1[N:19]1[N:23]=[CH:22][CH:21]=[N:20]1)=[O:11].Cl[C:25]1[N:30]=[CH:29][C:28]([C:31]#[N:32])=[CH:27][N:26]=1. (2) Given the product [Cl:1][C:2]1[CH:3]=[C:4]([N:9]2[C:14](=[O:15])[CH:13]=[C:12]([O:16][CH:17]3[CH2:22][CH2:21][N:20]([C:23]4[N:24]=[CH:25][C:26]([CH2:29][CH2:30][CH3:31])=[CH:27][N:28]=4)[CH2:19][CH2:18]3)[CH:11]=[N:10]2)[CH:5]=[CH:6][C:7]=1[Cl:8], predict the reactants needed to synthesize it. The reactants are: [Cl:1][C:2]1[CH:3]=[C:4]([N:9]2[C:14](=[O:15])[CH:13]=[C:12]([O:16][CH:17]3[CH2:22][CH2:21][N:20]([C:23]4[N:28]=[CH:27][C:26]([CH2:29][CH2:30][CH3:31])=[CH:25][N:24]=4)[CH2:19][CH2:18]3)[C:11](C(O)=O)=[N:10]2)[CH:5]=[CH:6][C:7]=1[Cl:8].C([O-])([O-])=O.[K+].[K+]. (3) Given the product [C:56]([O:60][C:61]([NH:63][CH2:64][CH2:65][CH2:66][CH2:67][C@@H:68]([C:87]([NH:1][CH2:2][C:3]([NH:5][CH2:6][C:7]([NH:9][C@H:10]([C:18]([NH:20][CH2:21][C:22]([NH:24][C@@H:25]1[C:30]2=[C:31]3[CH2:46][N:45]4[C:40](=[CH:41][C:42]5[C@:51]([CH2:53][CH3:54])([OH:52])[C:50](=[O:55])[O:49][CH2:48][C:43]=5[C:44]4=[O:47])[C:32]3=[N:33][C:34]3[CH:35]=[C:36]([F:39])[C:37]([CH3:38])=[C:28]([C:29]=32)[CH2:27][CH2:26]1)=[O:23])=[O:19])[CH2:11][C:12]1[CH:17]=[CH:16][CH:15]=[CH:14][CH:13]=1)=[O:8])=[O:4])=[O:88])[NH:69][C:70]([O:72][CH2:73][CH:74]1[C:75]2[CH:76]=[CH:77][CH:78]=[CH:79][C:80]=2[C:81]2[C:86]1=[CH:85][CH:84]=[CH:83][CH:82]=2)=[O:71])=[O:62])([CH3:59])([CH3:58])[CH3:57], predict the reactants needed to synthesize it. The reactants are: [NH2:1][CH2:2][C:3]([NH:5][CH2:6][C:7]([NH:9][C@H:10]([C:18]([NH:20][CH2:21][C:22]([NH:24][C@@H:25]1[C:30]2=[C:31]3[CH2:46][N:45]4[C:40](=[CH:41][C:42]5[C@:51]([CH2:53][CH3:54])([OH:52])[C:50](=[O:55])[O:49][CH2:48][C:43]=5[C:44]4=[O:47])[C:32]3=[N:33][C:34]3[CH:35]=[C:36]([F:39])[C:37]([CH3:38])=[C:28]([C:29]=32)[CH2:27][CH2:26]1)=[O:23])=[O:19])[CH2:11][C:12]1[CH:17]=[CH:16][CH:15]=[CH:14][CH:13]=1)=[O:8])=[O:4].[C:56]([O:60][C:61]([NH:63][CH2:64][CH2:65][CH2:66][CH2:67][C@@H:68]([C:87](O)=[O:88])[NH:69][C:70]([O:72][CH2:73][CH:74]1[C:86]2[CH:85]=[CH:84][CH:83]=[CH:82][C:81]=2[C:80]2[C:75]1=[CH:76][CH:77]=[CH:78][CH:79]=2)=[O:71])=[O:62])([CH3:59])([CH3:58])[CH3:57]. (4) Given the product [F:1][C:2]1[CH:7]=[CH:6][C:5]([C@H:8]([NH:10][C@H:11]2[CH2:15][CH2:14][C@@H:13]([C:16]3[CH:21]=[CH:20][C:19]([NH:28][C:25](=[O:27])[CH3:26])=[N:18][CH:17]=3)[CH2:12]2)[CH3:9])=[CH:4][C:3]=1[O:23][CH3:24], predict the reactants needed to synthesize it. The reactants are: [F:1][C:2]1[CH:7]=[CH:6][C:5]([C@H:8]([NH:10][C@H:11]2[CH2:15][CH2:14][C@@H:13]([C:16]3[CH:17]=[N:18][C:19](I)=[CH:20][CH:21]=3)[CH2:12]2)[CH3:9])=[CH:4][C:3]=1[O:23][CH3:24].[C:25]([NH2:28])(=[O:27])[CH3:26]. (5) The reactants are: [CH2:1]([N:4]=[C:5]=[O:6])[CH2:2][CH3:3].[NH:7]1[CH2:12][CH2:11][CH:10]([C:13]2[O:17][N:16]=[C:15]([C:18]3[CH:23]=[CH:22][N:21]=[CH:20][CH:19]=3)[N:14]=2)[CH2:9][CH2:8]1. Given the product [CH2:1]([NH:4][C:5]([N:7]1[CH2:12][CH2:11][CH:10]([C:13]2[O:17][N:16]=[C:15]([C:18]3[CH:23]=[CH:22][N:21]=[CH:20][CH:19]=3)[N:14]=2)[CH2:9][CH2:8]1)=[O:6])[CH2:2][CH3:3], predict the reactants needed to synthesize it. (6) The reactants are: [CH3:1][N:2]1[CH:6]=[CH:5][CH:4]=[C:3]1[C:7]([OH:9])=[O:8].[CH3:10][Si](C=[N+]=[N-])(C)C. Given the product [CH3:1][N:2]1[CH:6]=[CH:5][CH:4]=[C:3]1[C:7]([O:9][CH3:10])=[O:8], predict the reactants needed to synthesize it. (7) Given the product [C:2]([C:5]1[CH:6]=[CH:7][C:8]([N:11]2[CH2:12][CH2:13][N:14]([CH2:17][C:18]([NH:21][C@@H:22]([CH2:40][O:41][CH2:42][C:43]3[CH:44]=[CH:45][CH:46]=[CH:47][CH:48]=3)[C:23]([NH:25][C:26]3[CH:27]=[CH:28][C:29]([O:32][C:33]4[CH:38]=[CH:37][C:36]([F:39])=[CH:35][CH:34]=4)=[CH:30][CH:31]=3)=[O:24])=[O:20])[CH2:15][CH2:16]2)=[CH:9][CH:10]=1)(=[O:4])[CH3:3], predict the reactants needed to synthesize it. The reactants are: Cl.[C:2]([C:5]1[CH:10]=[CH:9][C:8]([N:11]2[CH2:16][CH2:15][N:14]([CH2:17][C:18]([OH:20])=O)[CH2:13][CH2:12]2)=[CH:7][CH:6]=1)(=[O:4])[CH3:3].[NH2:21][C@@H:22]([CH2:40][O:41][CH2:42][C:43]1[CH:48]=[CH:47][CH:46]=[CH:45][CH:44]=1)[C:23]([NH:25][C:26]1[CH:31]=[CH:30][C:29]([O:32][C:33]2[CH:38]=[CH:37][C:36]([F:39])=[CH:35][CH:34]=2)=[CH:28][CH:27]=1)=[O:24]. (8) Given the product [F:37][C:35]([F:36])([F:38])[C:30]1[CH:31]=[CH:32][CH:33]=[CH:34][C:29]=1[CH2:28][N:17]([S:18]([C:21]1[CH:22]=[CH:23][C:24]([F:27])=[CH:25][CH:26]=1)(=[O:19])=[O:20])[C:15]1[CH:14]=[CH:13][C:12]2[N:8]([CH2:7][C:6]([OH:42])=[O:5])[C:9]([CH2:39][CH2:40][CH3:41])=[N:10][C:11]=2[CH:16]=1, predict the reactants needed to synthesize it. The reactants are: C([O:5][C:6](=[O:42])[CH2:7][N:8]1[C:12]2[CH:13]=[CH:14][C:15]([N:17]([CH2:28][C:29]3[CH:34]=[CH:33][CH:32]=[CH:31][C:30]=3[C:35]([F:38])([F:37])[F:36])[S:18]([C:21]3[CH:26]=[CH:25][C:24]([F:27])=[CH:23][CH:22]=3)(=[O:20])=[O:19])=[CH:16][C:11]=2[N:10]=[C:9]1[CH2:39][CH2:40][CH3:41])(C)(C)C.C(O)(C(F)(F)F)=O. (9) The reactants are: [CH2:1]([O:8][PH:9]([CH2:11][CH2:12][CH2:13][CH2:14][C:15]1[CH:20]=[CH:19][CH:18]=[CH:17][CH:16]=1)=[O:10])[C:2]1[CH:7]=[CH:6][CH:5]=[CH:4][CH:3]=1.C[Si]([CH:25]([Si](C)(C)C)[C:26](N)=O)(C)C.[NH2:33][C@H:34]([C:46]([NH:48][C@H:49]([C:68]([OH:70])=[O:69])[CH2:50][C:51]1[C:59]2[C:54](=[CH:55][CH:56]=[CH:57][CH:58]=2)[N:53](OCC2C=CC=CC=2)[CH:52]=1)=[O:47])[CH2:35][C:36](=[O:45])[O:37][CH2:38][C:39]1[CH:44]=[CH:43][CH:42]=[CH:41][CH:40]=1.CCN([CH2:76][CH3:77])CC.[C:78](Cl)(Cl)(Cl)Cl.[CH3:83][C:84]#N. Given the product [CH2:38]([O:37][C:36](=[O:45])[CH2:35][CH:34]([NH:33][P:9]([O:8][CH2:1][C:2]1[CH:3]=[CH:4][CH:5]=[CH:6][CH:7]=1)([CH2:11][CH2:12][CH2:13][CH2:14][C:15]1[CH:16]=[CH:17][CH:18]=[CH:19][CH:20]=1)=[O:10])[C:46]([NH:48][CH:49]([C:68]([O:70][CH2:78][C:26]1[CH:25]=[CH:77][CH:76]=[CH:84][CH:83]=1)=[O:69])[CH2:50][C:51]1[C:59]2[C:54](=[CH:55][CH:56]=[CH:57][CH:58]=2)[NH:53][CH:52]=1)=[O:47])[C:39]1[CH:44]=[CH:43][CH:42]=[CH:41][CH:40]=1, predict the reactants needed to synthesize it.